This data is from Catalyst prediction with 721,799 reactions and 888 catalyst types from USPTO. The task is: Predict which catalyst facilitates the given reaction. (1) Reactant: Cl.[CH3:2][O:3][C:4]1[CH:5]=[C:6]([C:12]2[C@@H:21]3[C@@H:16]([CH2:17][CH2:18][CH2:19][CH2:20]3)[C:15](=[O:22])[N:14]([CH:23]3[CH2:28][CH2:27][NH:26][CH2:25][CH2:24]3)[N:13]=2)[CH:7]=[CH:8][C:9]=1[O:10][CH3:11].[C:29]([O:33][C:34]([NH:36][C@@H:37]([C:49](O)=[O:50])[CH2:38][C:39]1[CH:44]=[CH:43][CH:42]=[CH:41][C:40]=1[C:45]([F:48])([F:47])[F:46])=[O:35])([CH3:32])([CH3:31])[CH3:30].CCOC(C(C#N)=NOC(N1CCOCC1)=[N+](C)C)=O.F[P-](F)(F)(F)(F)F.CCN(C(C)C)C(C)C. Product: [CH3:2][O:3][C:4]1[CH:5]=[C:6]([C:12]2[C@@H:21]3[C@@H:16]([CH2:17][CH2:18][CH2:19][CH2:20]3)[C:15](=[O:22])[N:14]([CH:23]3[CH2:24][CH2:25][N:26]([C:49](=[O:50])[C@H:37]([NH:36][C:34](=[O:35])[O:33][C:29]([CH3:30])([CH3:31])[CH3:32])[CH2:38][C:39]4[CH:44]=[CH:43][CH:42]=[CH:41][C:40]=4[C:45]([F:48])([F:47])[F:46])[CH2:27][CH2:28]3)[N:13]=2)[CH:7]=[CH:8][C:9]=1[O:10][CH3:11]. The catalyst class is: 2. (2) Reactant: [NH:1]1[CH:5]=[C:4]([C:6]2[C:7]([NH2:12])=[N:8][CH:9]=[CH:10][CH:11]=2)[CH:3]=[N:2]1.O1CCCC1.[H-].[Na+].[Br:20][C:21]1[CH:28]=[CH:27][C:24]([CH2:25]Br)=[CH:23][CH:22]=1. Product: [Br:20][C:21]1[CH:28]=[CH:27][C:24]([CH2:25][N:1]2[CH:5]=[C:4]([C:6]3[C:7]([NH2:12])=[N:8][CH:9]=[CH:10][CH:11]=3)[CH:3]=[N:2]2)=[CH:23][CH:22]=1. The catalyst class is: 145.